Dataset: Forward reaction prediction with 1.9M reactions from USPTO patents (1976-2016). Task: Predict the product of the given reaction. (1) Given the reactants [OH:1][C:2]1[C:11]2[C:6](=[CH:7][CH:8]=[CH:9][CH:10]=2)[N:5]=[C:4]([C:12]([OH:14])=O)[CH:3]=1.Cl.[Cl:16][C:17]1[CH:18]=[C:19]2[C:24](=[CH:25][CH:26]=1)[CH:23]=[C:22]([S:27]([N:30]1[CH2:35][CH2:34][NH:33][CH2:32][CH2:31]1)(=[O:29])=[O:28])[CH:21]=[CH:20]2, predict the reaction product. The product is: [ClH:16].[Cl:16][C:17]1[CH:18]=[C:19]2[C:24](=[CH:25][CH:26]=1)[CH:23]=[C:22]([S:27]([N:30]1[CH2:31][CH2:32][N:33]([C:12]([C:4]3[CH:3]=[C:2]([OH:1])[C:11]4[C:6](=[CH:7][CH:8]=[CH:9][CH:10]=4)[N:5]=3)=[O:14])[CH2:34][CH2:35]1)(=[O:28])=[O:29])[CH:21]=[CH:20]2. (2) Given the reactants CC1C=C2C(N=CC=C2)=C2C=1C=CC=N2.C([O-])([O-])=O.[Cs+].[Cs+].I[C:23]1[CH:24]=[C:25]([CH:28]=[CH:29][CH:30]=1)[C:26]#[N:27].[CH2:31]([OH:35])[CH2:32][CH2:33][CH3:34], predict the reaction product. The product is: [CH2:31]([O:35][C:23]1[CH:24]=[C:25]([CH:28]=[CH:29][CH:30]=1)[C:26]#[N:27])[CH2:32][CH2:33][CH3:34]. (3) Given the reactants C(O[BH-](OC(=O)C)OC(=O)C)(=O)C.[Na+].[F:15][C:16]1[CH:30]=[CH:29][C:28]([C:31]2[CH:32]=[C:33]3[C:37](=[CH:38][CH:39]=2)[NH:36][CH:35]=[CH:34]3)=[CH:27][C:17]=1[CH2:18][NH:19][CH:20]1[CH2:25][CH2:24][N:23]([CH3:26])[CH2:22][CH2:21]1.[F:40][C:41]1[CH:48]=[CH:47][C:44]([CH:45]=O)=[CH:43][CH:42]=1.C(=O)(O)[O-].[Na+], predict the reaction product. The product is: [F:40][C:41]1[CH:48]=[CH:47][C:44]([CH2:45][N:19]([CH2:18][C:17]2[CH:27]=[C:28]([C:31]3[CH:32]=[C:33]4[C:37](=[CH:38][CH:39]=3)[NH:36][CH:35]=[CH:34]4)[CH:29]=[CH:30][C:16]=2[F:15])[CH:20]2[CH2:21][CH2:22][N:23]([CH3:26])[CH2:24][CH2:25]2)=[CH:43][CH:42]=1. (4) Given the reactants [C:1]([O-:13])(=[O:12])[CH2:2][C:3]([CH2:8][C:9]([O-:11])=[O:10])([C:5]([O-:7])=[O:6])[OH:4].[NH4+:14].[NH4+].[NH4+].[C:17]([OH:29])(=[O:28])[CH2:18][C:19]([CH2:24][C:25]([OH:27])=[O:26])([C:21]([OH:23])=[O:22])[OH:20].N.[OH2:31].[O:32]=[CH:33][C@@H:34]([C@H:36]([C@@H:38]([C@@H:40]([CH2:42][OH:43])[OH:41])[OH:39])[OH:37])[OH:35], predict the reaction product. The product is: [C:1]([O-:13])(=[O:12])[CH2:2][C:3]([CH2:8][C:9]([O-:11])=[O:10])([C:5]([O-:7])=[O:6])[OH:4].[NH4+:14].[NH4+:14].[NH4+:14].[O:32]=[CH:33][C@@H:34]([C@H:36]([C@@H:38]([C@@H:40]([CH2:42][OH:43])[OH:41])[OH:39])[OH:37])[OH:35].[C:17]([O-:29])(=[O:28])[CH2:18][C:19]([CH2:24][C:25]([O-:27])=[O:26])([C:21]([O-:23])=[O:22])[OH:20].[NH4+:14].[NH4+:14].[NH4+:14].[OH2:31].[O:32]=[CH:33][C@@H:34]([C@H:36]([C@@H:38]([C@@H:40]([CH2:42][OH:43])[OH:41])[OH:39])[OH:37])[OH:35]. (5) Given the reactants [C:1]1(C2C=CC=CC=2)[CH:6]=[CH:5][C:4]([CH2:7][C@H:8]2[N:12](C(=O)C(C)(C)C)[C:11](=[O:19])[C@H:10]([CH3:20])[CH2:9]2)=[CH:3][CH:2]=1.Cl(O)(=O)(=O)=O, predict the reaction product. The product is: [CH2:11]([O:19][C:11](=[O:19])[C@H:10]([CH3:20])[CH2:9][C@H:8]([NH2:12])[CH2:7][C:4]1[CH:3]=[CH:2][C:1]([C:1]2[CH:6]=[CH:5][CH:4]=[CH:3][CH:2]=2)=[CH:6][CH:5]=1)[CH3:10]. (6) Given the reactants C(O)(C(F)(F)F)=O.[NH:8]1[C:12]2[CH:13]=[CH:14][CH:15]=[CH:16][C:11]=2[N:10]=[C:9]1[C:17]1[C:25]2[C:20](=[CH:21][CH:22]=[C:23]([NH:26][C:27]([CH:29]3[CH2:31][C:30]3([F:33])[F:32])=[O:28])[CH:24]=2)[N:19](C2CCCCO2)[N:18]=1, predict the reaction product. The product is: [NH:10]1[C:11]2[CH:16]=[CH:15][CH:14]=[CH:13][C:12]=2[N:8]=[C:9]1[C:17]1[C:25]2[C:20](=[CH:21][CH:22]=[C:23]([NH:26][C:27]([CH:29]3[CH2:31][C:30]3([F:33])[F:32])=[O:28])[CH:24]=2)[NH:19][N:18]=1. (7) Given the reactants [Br:1][C:2]1[C:3]([F:10])=[C:4]([CH:7]=[CH:8][CH:9]=1)[CH2:5][NH2:6].[F:11][C:12]([F:23])([F:22])[C:13](O[C:13](=[O:14])[C:12]([F:23])([F:22])[F:11])=[O:14], predict the reaction product. The product is: [Br:1][C:2]1[C:3]([F:10])=[C:4]([CH:7]=[CH:8][CH:9]=1)[CH2:5][NH:6][C:13](=[O:14])[C:12]([F:23])([F:22])[F:11].